From a dataset of Reaction yield outcomes from USPTO patents with 853,638 reactions. Predict the reaction yield, written as a fraction of the theoretical maximum amount of product (1.0 means a 100% yield; for example, 0.34 means a 34% yield). (1) The reactants are [C:1]1([S:7]([N:10]2[CH:14]=[C:13](Br)[C:12]([C:16]3[CH:17]=[N:18][CH:19]=[CH:20][CH:21]=3)=[N:11]2)(=[O:9])=[O:8])[CH:6]=[CH:5][CH:4]=[CH:3][CH:2]=1.[CH:22](/B(O)O)=[CH:23]\[CH2:24][CH2:25][CH2:26][CH2:27][CH2:28][CH3:29].[O-]P([O-])([O-])=O.[K+].[K+].[K+].COC1C=CC=C(OC)C=1C1C=CC=CC=1P(C1CCCCC1)C1CCCCC1. The catalyst is C(OCC)(=O)C.CC([O-])=O.CC([O-])=O.[Pd+2].C1(C)C=CC=CC=1. The product is [C:1]1([S:7]([N:10]2[CH:14]=[C:13]([CH:22]=[CH:23][CH2:24][CH2:25][CH2:26][CH2:27][CH2:28][CH3:29])[C:12]([C:16]3[CH:17]=[N:18][CH:19]=[CH:20][CH:21]=3)=[N:11]2)(=[O:9])=[O:8])[CH:6]=[CH:5][CH:4]=[CH:3][CH:2]=1. The yield is 0.320. (2) The reactants are [H-].[Na+].[OH:3][CH:4]1[CH2:7][CH:6]([S:8]([O:11][CH2:12][CH2:13][CH2:14][CH3:15])(=[O:10])=[O:9])[CH2:5]1.[CH2:16](Br)[C:17]1[CH:22]=[CH:21][CH:20]=[CH:19][CH:18]=1.C(OCC)(=O)C. The catalyst is C1COCC1.CCCCCC. The product is [CH2:16]([O:3][CH:4]1[CH2:7][CH:6]([S:8]([O:11][CH2:12][CH2:13][CH2:14][CH3:15])(=[O:10])=[O:9])[CH2:5]1)[C:17]1[CH:22]=[CH:21][CH:20]=[CH:19][CH:18]=1. The yield is 0.500. (3) The reactants are CS(Cl)(=O)=O.[Cl:6][C:7]1[C:15]2[N:14]=[C:13]([NH:16][C:17]3[C:18]([O:26][CH3:27])=[N:19][C:20]([CH3:25])=[N:21][C:22]=3[O:23][CH3:24])[N:12]([CH2:28][CH2:29][CH2:30]O)[C:11]=2[C:10]([C:32]([O:34][CH3:35])=[O:33])=[CH:9][CH:8]=1.S([O-])(=O)(=O)C.C(=O)([O-])[O-].[K+].[K+]. The catalyst is O1CCCC1.CN(C)C=O.O.C(N(CC)CC)C. The product is [Cl:6][C:7]1[CH:8]=[CH:9][C:10]([C:32]([O:34][CH3:35])=[O:33])=[C:11]2[C:15]=1[N:14]=[C:13]1[N:16]([C:17]3[C:22]([O:23][CH3:24])=[N:21][C:20]([CH3:25])=[N:19][C:18]=3[O:26][CH3:27])[CH2:30][CH2:29][CH2:28][N:12]21. The yield is 0.800. (4) The reactants are Cl.CNC.[CH2:5]([N:7]([CH2:10][CH3:11])[CH2:8]C)C.BrCC1[C:15]([C:43]([O:45][CH2:46][CH3:47])=[O:44])=[C:16]([NH:28][C:29]([O:31][CH2:32][CH2:33][CH2:34][C:35]2[C:40]([F:41])=[CH:39][CH:38]=[CH:37][C:36]=2[F:42])=[O:30])[S:17][C:18]=1[C:19]1[CH:24]=[CH:23][C:22]([N+:25]([O-:27])=[O:26])=[CH:21][CH:20]=1. The catalyst is CN(C=O)C. The product is [F:42][C:36]1[CH:37]=[CH:38][CH:39]=[C:40]([F:41])[C:35]=1[CH2:34][CH2:33][CH2:32][O:31][C:29]([NH:28][C:16]1[S:17][C:18]([C:19]2[CH:20]=[CH:21][C:22]([N+:25]([O-:27])=[O:26])=[CH:23][CH:24]=2)=[C:11]([CH2:10][N:7]([CH3:5])[CH3:8])[C:15]=1[C:43]([O:45][CH2:46][CH3:47])=[O:44])=[O:30]. The yield is 0.896. (5) The reactants are [C:1]([C:4]1[CH:5]=[C:6]2[C:11](=[O:12])[O:10][C:8](=O)[C:7]2=[CH:13][CH:14]=1)([OH:3])=[O:2].[NH2:15][CH2:16][C:17]1[CH:25]=[CH:24][C:20]([C:21]([OH:23])=[O:22])=[CH:19][CH:18]=1. No catalyst specified. The product is [C:1]([C:4]1[CH:5]=[C:6]2[C:11](=[O:12])[N:15]([CH2:16][C:17]3[CH:18]=[CH:19][C:20]([C:21]([OH:23])=[O:22])=[CH:24][CH:25]=3)[C:8](=[O:10])[C:7]2=[CH:13][CH:14]=1)([OH:3])=[O:2]. The yield is 0.790. (6) The reactants are Br[C:2]1[C:3]2[C:4]3[CH:17]=[CH:16][S:15][C:5]=3[C:6](=[O:14])[NH:7][C:8]=2[CH:9]=[CH:10][C:11]=1[O:12][CH3:13].CC1(C)C(C)(C)OB([C:26]2[CH:31]=[CH:30][C:29]([CH:32]([CH3:42])[CH2:33][NH:34][C:35](=[O:41])[O:36][C:37]([CH3:40])([CH3:39])[CH3:38])=[CH:28][CH:27]=2)O1. No catalyst specified. The product is [CH3:13][O:12][C:11]1[CH:10]=[CH:9][C:8]2[NH:7][C:6](=[O:14])[C:5]3[S:15][CH:16]=[CH:17][C:4]=3[C:3]=2[C:2]=1[C:26]1[CH:27]=[CH:28][C:29]([CH:32]([CH3:42])[CH2:33][NH:34][C:35](=[O:41])[O:36][C:37]([CH3:39])([CH3:38])[CH3:40])=[CH:30][CH:31]=1. The yield is 0.460. (7) The reactants are [CH3:1][C:2]1[C:3]([N+:9]([O-])=O)=[C:4]([OH:8])[CH:5]=[CH:6][CH:7]=1. The catalyst is CO.[C].[Pd]. The product is [NH2:9][C:3]1[C:2]([CH3:1])=[CH:7][CH:6]=[CH:5][C:4]=1[OH:8]. The yield is 0.990.